Regression. Given a peptide amino acid sequence and an MHC pseudo amino acid sequence, predict their binding affinity value. This is MHC class I binding data. From a dataset of Peptide-MHC class I binding affinity with 185,985 pairs from IEDB/IMGT. (1) The peptide sequence is SIPFGLMSA. The MHC is HLA-B51:01 with pseudo-sequence HLA-B51:01. The binding affinity (normalized) is 0.0847. (2) The peptide sequence is SLVIVTTFV. The MHC is HLA-A03:01 with pseudo-sequence HLA-A03:01. The binding affinity (normalized) is 0.149. (3) The peptide sequence is WPRHRRLSI. The MHC is HLA-B57:01 with pseudo-sequence HLA-B57:01. The binding affinity (normalized) is 0.0847.